Dataset: Forward reaction prediction with 1.9M reactions from USPTO patents (1976-2016). Task: Predict the product of the given reaction. The product is: [NH:15]1[C:11]2=[N:12][CH:13]=[CH:14][C:9]([O:8][C:7]3[CH:18]=[CH:19][C:4]([NH2:1])=[CH:5][CH:6]=3)=[C:10]2[CH:17]=[CH:16]1. Given the reactants [N+:1]([C:4]1[CH:19]=[CH:18][C:7]([O:8][C:9]2[CH:14]=[CH:13][N:12]=[C:11]3[NH:15][CH:16]=[CH:17][C:10]=23)=[CH:6][CH:5]=1)([O-])=O.[Cl-].[NH4+].CN(C)C=O.C(O)C, predict the reaction product.